Dataset: HIV replication inhibition screening data with 41,000+ compounds from the AIDS Antiviral Screen. Task: Binary Classification. Given a drug SMILES string, predict its activity (active/inactive) in a high-throughput screening assay against a specified biological target. (1) The compound is Cc1nc(Nc2ccccc2)sc1C(=O)CC(=O)C(=O)NC1C2CC3CC(C2)CC1C3. The result is 0 (inactive). (2) The molecule is S=C1N(c2ccc(Br)cc2)C2=Nc3ccccc3SC(=C2N=Nc2ccc(Br)cc2)N1c1ccc(Cl)cc1. The result is 0 (inactive). (3) The compound is COC(=O)C1=C(C)C(=O)C2C(C(=O)OC)CCCCC12. The result is 0 (inactive). (4) The drug is O=C(NC(Cc1ccccc1)P(=O)(O)c1ccccc1)OCc1ccccc1. The result is 0 (inactive). (5) The drug is COc1ccc(NC(CS(=O)c2ccc(C)cc2)C(F)(F)F)cc1. The result is 0 (inactive). (6) The compound is CCCCCCn1c(SC)nc(COC(=O)NC)c1COC(=O)NC.Cl. The result is 0 (inactive). (7) The molecule is CC(C)(C)c1cc(-c2c3nc(c(-c4cc(C(C)(C)C)cc(C(C)(C)C)c4)c4ccc([nH]4)c(-c4cc(C(C)(C)C)cc(C(C)(C)C)c4)c4nc(c(-c5cc(C(C)(C)C)cc(C(C)(C)C)c5)c5ccc2[nH]5)C=C4)C=C3)cc(C(C)(C)C)c1. The result is 0 (inactive). (8) The molecule is Cc1cc(C)nc(SC(F)(F)c2nc3ccccc3o2)n1. The result is 1 (active).